This data is from Reaction yield outcomes from USPTO patents with 853,638 reactions. The task is: Predict the reaction yield, written as a fraction of the theoretical maximum amount of product (1.0 means a 100% yield; for example, 0.34 means a 34% yield). (1) The reactants are [Cl:1][C:2]1[CH:3]=[C:4]2[C:9](=[C:10]([C:12](O)=[O:13])[CH:11]=1)[NH:8][CH:7]([C:15]1[CH:20]=[CH:19][CH:18]=[C:17]([N:21]3[CH2:25][CH2:24][CH2:23][CH2:22]3)[CH:16]=1)[CH2:6][C:5]2([CH3:27])[CH3:26].Cl.CN(C)CCCN=C=NCC.[CH3:40][S:41]([NH2:44])(=[O:43])=[O:42]. The catalyst is CN(C)C1C=CN=CC=1.ClCCl. The product is [Cl:1][C:2]1[CH:3]=[C:4]2[C:9](=[C:10]([C:12]([NH:44][S:41]([CH3:40])(=[O:43])=[O:42])=[O:13])[CH:11]=1)[NH:8][CH:7]([C:15]1[CH:20]=[CH:19][CH:18]=[C:17]([N:21]3[CH2:25][CH2:24][CH2:23][CH2:22]3)[CH:16]=1)[CH2:6][C:5]2([CH3:27])[CH3:26]. The yield is 0.200. (2) The reactants are [CH3:1][O:2][C:3](=[O:33])[NH:4][CH:5]([C:9]([N:11]1[CH2:15][CH:14]([O:16][CH2:17][CH2:18][O:19][CH3:20])[CH2:13][CH:12]1[C:21]1[NH:22][C:23]([C:26]2[CH:31]=[CH:30][C:29](Br)=[CH:28][CH:27]=2)=[CH:24][N:25]=1)=[O:10])[CH:6]([CH3:8])[CH3:7].B1(B2OC(C)(C)C(C)(C)O2)OC(C)(C)C(C)(C)O1.C([O-])(=O)C.[K+].[CH3:57][O:58][C:59](=[O:90])[NH:60][CH:61]([C:65]([N:67]1[CH:73]([C:74]2[NH:75][C:76]([C:79]3[CH:88]=[CH:87][C:86]4[C:81](=[CH:82][CH:83]=[C:84](Br)[CH:85]=4)[CH:80]=3)=[CH:77][N:78]=2)[CH2:72][C:69]2([CH2:71][CH2:70]2)[CH2:68]1)=[O:66])[CH:62]([CH3:64])[CH3:63]. The catalyst is O1CCOCC1.P([O-])([O-])([O-])=O.[K+].[K+].[K+].C1C=CC(P(C2C=CC=CC=2)[C-]2C=CC=C2)=CC=1.C1C=CC(P(C2C=CC=CC=2)[C-]2C=CC=C2)=CC=1.Cl[Pd]Cl.[Fe+2]. The product is [CH3:57][O:58][C:59](=[O:90])[NH:60][CH:61]([C:65]([N:67]1[CH:73]([C:74]2[NH:75][C:76]([C:79]3[CH:88]=[CH:87][C:86]4[C:81](=[CH:82][CH:83]=[C:84]([C:29]5[CH:28]=[CH:27][C:26]([C:23]6[NH:22][C:21]([CH:12]7[CH2:13][CH:14]([O:16][CH2:17][CH2:18][O:19][CH3:20])[CH2:15][N:11]7[C:9](=[O:10])[CH:5]([NH:4][C:3]([O:2][CH3:1])=[O:33])[CH:6]([CH3:8])[CH3:7])=[N:25][CH:24]=6)=[CH:31][CH:30]=5)[CH:85]=4)[CH:80]=3)=[CH:77][N:78]=2)[CH2:72][C:69]2([CH2:71][CH2:70]2)[CH2:68]1)=[O:66])[CH:62]([CH3:64])[CH3:63]. The yield is 0.410. (3) The reactants are [CH3:1][O:2][C:3]1[CH:4]=[C:5]2[C:9](=[CH:10][CH:11]=1)[NH:8][CH:7]=[C:6]2[C:12]1[N:24]([S:25]([C:28]2[CH:34]=[CH:33][C:31]([CH3:32])=[CH:30][CH:29]=2)(=[O:27])=[O:26])[C:15]2=[N:16][CH:17]=[C:18]3[CH:22]=[N:21][N:20]([CH3:23])[C:19]3=[C:14]2[CH:13]=1.[H-].[Na+].Cl[CH2:38][C:39]([N:41]([CH3:43])[CH3:42])=[O:40]. The catalyst is CN(C=O)C. The product is [CH3:1][O:2][C:3]1[CH:4]=[C:5]2[C:9](=[CH:10][CH:11]=1)[N:8]([CH2:38][C:39]([N:41]([CH3:43])[CH3:42])=[O:40])[CH:7]=[C:6]2[C:12]1[N:24]([S:25]([C:28]2[CH:34]=[CH:33][C:31]([CH3:32])=[CH:30][CH:29]=2)(=[O:27])=[O:26])[C:15]2=[N:16][CH:17]=[C:18]3[CH:22]=[N:21][N:20]([CH3:23])[C:19]3=[C:14]2[CH:13]=1. The yield is 0.820. (4) The reactants are [OH:1][C:2]1[CH:7]=[CH:6][C:5]([N:8]2[C:12]([CH3:14])([CH3:13])[C:11](=[O:15])[N:10]([C:16]3[CH:23]=[CH:22][C:19]([C:20]#[N:21])=[C:18]([C:24]([F:27])([F:26])[F:25])[CH:17]=3)[C:9]2=[S:28])=[CH:4][CH:3]=1.[O:29]1[CH:31]([CH3:32])[CH:30]1Cl.C(=O)([O-])[O-].[K+].[K+].O. The catalyst is C(#N)C. The product is [CH3:13][C:12]1([CH3:14])[C:11](=[O:15])[N:10]([C:16]2[CH:23]=[CH:22][C:19]([C:20]#[N:21])=[C:18]([C:24]([F:26])([F:27])[F:25])[CH:17]=2)[C:9](=[S:28])[N:8]1[C:5]1[CH:4]=[CH:3][C:2]([O:1][CH2:32][CH:31]2[CH2:30][O:29]2)=[CH:7][CH:6]=1. The yield is 0.588.